Dataset: Peptide-MHC class II binding affinity with 134,281 pairs from IEDB. Task: Regression. Given a peptide amino acid sequence and an MHC pseudo amino acid sequence, predict their binding affinity value. This is MHC class II binding data. (1) The peptide sequence is KITQWLETKGVERLKRM. The MHC is DRB1_0301 with pseudo-sequence QEFFIASGAAVDAIMESSYDYFDLQKRNYHVVFT. The binding affinity (normalized) is 0.385. (2) The peptide sequence is EKKYFAATQVEPLAA. The MHC is HLA-DQA10101-DQB10501 with pseudo-sequence HLA-DQA10101-DQB10501. The binding affinity (normalized) is 0.347. (3) The peptide sequence is DCASAHVRQSEYTNW. The MHC is DRB1_0101 with pseudo-sequence DRB1_0101. The binding affinity (normalized) is 0.144. (4) The peptide sequence is CGLFGKGSIVACAKF. The MHC is DRB1_0901 with pseudo-sequence DRB1_0901. The binding affinity (normalized) is 0.300. (5) The peptide sequence is TWGKAKIVTAETQNS. The MHC is DRB1_1101 with pseudo-sequence DRB1_1101. The binding affinity (normalized) is 0.0934.